This data is from Reaction yield outcomes from USPTO patents with 853,638 reactions. The task is: Predict the reaction yield, written as a fraction of the theoretical maximum amount of product (1.0 means a 100% yield; for example, 0.34 means a 34% yield). (1) The reactants are C12BC(CCC1)CCC2.[NH2:10][C:11]1[C:12]2[C:19]([C:20]3[CH:21]=[N:22][C:23]4[C:28]([CH:29]=3)=[CH:27][CH:26]=[CH:25][CH:24]=4)=[C:18](Br)[N:17]([CH2:31][C@@H:32]([NH:35][C:36](=[O:42])[O:37][C:38]([CH3:41])([CH3:40])[CH3:39])[CH:33]=[CH2:34])[C:13]=2[N:14]=[CH:15][N:16]=1.[OH-].[Na+]. The catalyst is O1CCCC1. The product is [NH2:10][C:11]1[C:12]2[C:19]([C:20]3[CH:21]=[N:22][C:23]4[C:28]([CH:29]=3)=[CH:27][CH:26]=[CH:25][CH:24]=4)=[C:18]3[N:17]([C:13]=2[N:14]=[CH:15][N:16]=1)[CH2:31][C@@H:32]([NH:35][C:36](=[O:42])[O:37][C:38]([CH3:41])([CH3:40])[CH3:39])[CH2:33][CH2:34]3. The yield is 0.880. (2) The reactants are [CH3:1][C:2]1[CH:11]=[CH:10][C:5]([C:6](OC)=[O:7])=[CH:4][N:3]=1.[H-].[H-].[H-].[H-].[Li+].[Al+3].O. The catalyst is CCOCC. The product is [OH:7][CH2:6][C:5]1[CH:10]=[CH:11][C:2]([CH3:1])=[N:3][CH:4]=1. The yield is 0.970.